This data is from Catalyst prediction with 721,799 reactions and 888 catalyst types from USPTO. The task is: Predict which catalyst facilitates the given reaction. (1) Reactant: F[C:2]1[CH:7]=[C:6]([CH3:8])[C:5]([N+:9]([O-:11])=[O:10])=[CH:4][C:3]=1[N+:12]([O-:14])=[O:13].[CH3:15][O-:16].[Na+].[C:18](OCC)(=[O:24])[C:19]([O:21][CH2:22]C)=[O:20]. Product: [CH3:22][O:21][C:19](=[O:20])[C:18](=[O:24])[CH2:8][C:6]1[CH:7]=[C:2]([O:16][CH3:15])[C:3]([N+:12]([O-:14])=[O:13])=[CH:4][C:5]=1[N+:9]([O-:11])=[O:10]. The catalyst class is: 5. (2) Reactant: [CH2:1]([O:8][C:9]([NH:11][C:12]1[C:13]([CH3:40])=[C:14]([C:18]2[C:30]3[C:29]4[C:24](=[CH:25][C:26]([N:31]5[CH2:36][CH2:35][O:34][CH2:33][CH2:32]5)=[CH:27][CH:28]=4)[NH:23][C:22]=3[C:21]([C:37](O)=[O:38])=[N:20][CH:19]=2)[CH:15]=[CH:16][CH:17]=1)=[O:10])[C:2]1[CH:7]=[CH:6][CH:5]=[CH:4][CH:3]=1.[Cl-].[NH4+].F[P-](F)(F)(F)(F)F.[N:50]1(O[P+](N(C)C)(N(C)C)N(C)C)C2C=CC=CC=2N=N1.CCN(C(C)C)C(C)C.CN1CCOCC1. Product: [C:37]([C:21]1[C:22]2[NH:23][C:24]3[C:29]([C:30]=2[C:18]([C:14]2[C:13]([CH3:40])=[C:12]([NH:11][C:9](=[O:10])[O:8][CH2:1][C:2]4[CH:7]=[CH:6][CH:5]=[CH:4][CH:3]=4)[CH:17]=[CH:16][CH:15]=2)=[CH:19][N:20]=1)=[CH:28][CH:27]=[C:26]([N:31]1[CH2:36][CH2:35][O:34][CH2:33][CH2:32]1)[CH:25]=3)(=[O:38])[NH2:50]. The catalyst class is: 18.